From a dataset of Reaction yield outcomes from USPTO patents with 853,638 reactions. Predict the reaction yield, written as a fraction of the theoretical maximum amount of product (1.0 means a 100% yield; for example, 0.34 means a 34% yield). (1) The reactants are [F:1][C:2]([F:12])([F:11])[O:3][C:4]1[CH:9]=[CH:8][C:7]([OH:10])=[CH:6][CH:5]=1.F[C:14]1[CH:19]=[CH:18][C:17]([N+:20]([O-:22])=[O:21])=[CH:16][CH:15]=1.C(=O)([O-])[O-].[K+].[K+].CN(C)C(=O)C. The catalyst is O. The product is [N+:20]([C:17]1[CH:18]=[CH:19][C:14]([O:10][C:7]2[CH:6]=[CH:5][C:4]([O:3][C:2]([F:11])([F:12])[F:1])=[CH:9][CH:8]=2)=[CH:15][CH:16]=1)([O-:22])=[O:21]. The yield is 1.00. (2) The reactants are Cl[CH2:2][CH2:3][CH:4]1[S:8][C:7]([C:9]2[NH:10][C:11]3[C:16]([CH:17]=2)=[CH:15][CH:14]=[CH:13][C:12]=3[N:18]([CH3:27])[S:19]([C:22]2[S:23][CH:24]=[CH:25][CH:26]=2)(=[O:21])=[O:20])=[N:6][CH2:5]1.C(=O)([O-])[O-].[K+].[K+].[SH:34][CH2:35][C:36]([O:38][CH2:39][CH3:40])=[O:37]. The catalyst is CN(C)C=O.C(OCC)(=O)C. The product is [CH3:27][N:18]([S:19]([C:22]1[S:23][CH:24]=[CH:25][CH:26]=1)(=[O:21])=[O:20])[C:12]1[CH:13]=[CH:14][CH:15]=[C:16]2[C:11]=1[NH:10][C:9]([C:7]1[S:8][CH:4]([CH2:3][CH2:2][S:34][CH2:35][C:36]([O:38][CH2:39][CH3:40])=[O:37])[CH2:5][N:6]=1)=[CH:17]2. The yield is 0.500. (3) The reactants are C(=O)[C:2]1[CH:9]=[CH:8][CH:7]=[C:4]([CH:5]=[O:6])[CH:3]=1.C(O)C.[CH:14]([O:21][CH2:22][CH3:23])([O:18][CH2:19][CH3:20])OCC. The catalyst is [Cl-].[NH4+]. The product is [CH2:22]([O:21][CH:14]([O:18][CH2:19][CH3:20])[C:2]1[CH:3]=[C:4]([CH:7]=[CH:8][CH:9]=1)[CH:5]=[O:6])[CH3:23]. The yield is 0.760. (4) The reactants are Br[C:2]1[CH:7]=[CH:6][C:5]([C:8]2[C:21]3[C:22]4=[C:23]5[C:18](=[CH:19][CH:20]=3)[CH:17]=[CH:16][C:15]([C:24]3[C:33]6[C:28](=[CH:29][CH:30]=[CH:31][CH:32]=6)[CH:27]=[CH:26][CH:25]=3)=[C:14]5[CH:13]=[CH:12][C:11]4=[CH:10][CH:9]=2)=[CH:4][CH:3]=1.[B:34]1([B:34]2[O:38][C:37]([CH3:40])([CH3:39])[C:36]([CH3:42])([CH3:41])[O:35]2)[O:38][C:37]([CH3:40])([CH3:39])[C:36]([CH3:42])([CH3:41])[O:35]1.C([O-])(=O)C.[K+]. The catalyst is C1C=CC([P]([Pd]([P](C2C=CC=CC=2)(C2C=CC=CC=2)C2C=CC=CC=2)([P](C2C=CC=CC=2)(C2C=CC=CC=2)C2C=CC=CC=2)[P](C2C=CC=CC=2)(C2C=CC=CC=2)C2C=CC=CC=2)(C2C=CC=CC=2)C2C=CC=CC=2)=CC=1.O1CCOCC1. The product is [CH3:41][C:36]1([CH3:42])[C:37]([CH3:40])([CH3:39])[O:38][B:34]([C:2]2[CH:7]=[CH:6][C:5]([C:8]3[C:21]4[C:22]5=[C:23]6[C:18](=[CH:19][CH:20]=4)[CH:17]=[CH:16][C:15]([C:24]4[C:33]7[C:28](=[CH:29][CH:30]=[CH:31][CH:32]=7)[CH:27]=[CH:26][CH:25]=4)=[C:14]6[CH:13]=[CH:12][C:11]5=[CH:10][CH:9]=3)=[CH:4][CH:3]=2)[O:35]1. The yield is 0.800. (5) The product is [OH:49][CH:42]([C:43]1[CH:48]=[CH:47][CH:46]=[CH:45][CH:44]=1)[C:9]1[C:10]2[C:15](=[O:16])[N:14]([CH2:17][CH2:18][CH2:19][O:20][CH:21]3[CH2:26][CH2:25][CH2:24][CH2:23][O:22]3)[C:13](=[O:27])[N:12]([CH3:28])[C:11]=2[N:29]=[CH:30][C:8]=1[O:7][C:6]1[CH:31]=[CH:32][CH:33]=[C:4]([CH:1]([CH3:3])[CH3:2])[CH:5]=1. The yield is 0.450. The catalyst is C1COCC1. The reactants are [CH:1]([C:4]1[CH:5]=[C:6]([CH:31]=[CH:32][CH:33]=1)[O:7][C:8]1[CH:30]=[N:29][C:11]2[N:12]([CH3:28])[C:13](=[O:27])[N:14]([CH2:17][CH2:18][CH2:19][O:20][CH:21]3[CH2:26][CH2:25][CH2:24][CH2:23][O:22]3)[C:15](=[O:16])[C:10]=2[CH:9]=1)([CH3:3])[CH3:2].[Li+].CC([N-]C(C)C)C.[CH:42](=[O:49])[C:43]1[CH:48]=[CH:47][CH:46]=[CH:45][CH:44]=1.